Dataset: Full USPTO retrosynthesis dataset with 1.9M reactions from patents (1976-2016). Task: Predict the reactants needed to synthesize the given product. (1) Given the product [N:5]1[CH:10]=[CH:9][CH:8]=[C:7]([NH:11][C:1]([N:2]2[CH:26]3[CH2:27][CH2:28][N:29]([CH2:30][CH2:31]3)[C:23]3[CH:22]=[CH:21][C:20]([C:16]4[CH:17]=[CH:18][CH:19]=[C:14]([C:13]([F:12])([F:33])[F:34])[CH:15]=4)=[N:32][C:24]2=3)=[O:4])[N:6]=1, predict the reactants needed to synthesize it. The reactants are: [C:1](=[O:4])([O-])[NH2:2].[N:5]1[CH:10]=[CH:9][CH:8]=[C:7]([NH2:11])[N:6]=1.[F:12][C:13]([F:34])([F:33])[C:14]1[CH:15]=[C:16]([C:20]2[CH:21]=[CH:22][C:23]3[N:29]4[CH2:30][CH2:31][CH:26]([CH2:27][CH2:28]4)N[C:24]=3[N:32]=2)[CH:17]=[CH:18][CH:19]=1. (2) Given the product [CH2:11]([C:13]1[O:17][N:16]=[C:15]([C:18]2[CH:23]=[CH:22][C:21]([F:24])=[CH:20][CH:19]=2)[C:14]=1[C:25]1[N:26]=[CH:27][N:28]([C:2]2[CH:7]=[CH:6][C:5]([N+:8]([O-:10])=[O:9])=[CH:4][CH:3]=2)[CH:29]=1)[CH3:12], predict the reactants needed to synthesize it. The reactants are: F[C:2]1[CH:7]=[CH:6][C:5]([N+:8]([O-:10])=[O:9])=[CH:4][CH:3]=1.[CH2:11]([C:13]1[O:17][N:16]=[C:15]([C:18]2[CH:23]=[CH:22][C:21]([F:24])=[CH:20][CH:19]=2)[C:14]=1[C:25]1[N:26]=[CH:27][NH:28][CH:29]=1)[CH3:12].